From a dataset of NCI-60 drug combinations with 297,098 pairs across 59 cell lines. Regression. Given two drug SMILES strings and cell line genomic features, predict the synergy score measuring deviation from expected non-interaction effect. Drug 1: C1=CC(=CC=C1CCC2=CNC3=C2C(=O)NC(=N3)N)C(=O)NC(CCC(=O)O)C(=O)O. Drug 2: COC1=NC(=NC2=C1N=CN2C3C(C(C(O3)CO)O)O)N. Cell line: A498. Synergy scores: CSS=24.8, Synergy_ZIP=6.90, Synergy_Bliss=9.31, Synergy_Loewe=-12.6, Synergy_HSA=2.99.